From a dataset of Reaction yield outcomes from USPTO patents with 853,638 reactions. Predict the reaction yield, written as a fraction of the theoretical maximum amount of product (1.0 means a 100% yield; for example, 0.34 means a 34% yield). The product is [Cl:19][CH2:20][C:21]([N:5]1[CH2:6][CH2:7][C@H:3]([OH:2])[C@H:4]1[C:8]([O:10][CH3:11])=[O:9])=[O:22]. The reactants are Cl.[OH:2][C@H:3]1[CH2:7][CH2:6][NH:5][C@@H:4]1[C:8]([O:10][CH3:11])=[O:9].CCN(CC)CC.[Cl:19][CH2:20][C:21](Cl)=[O:22]. The catalyst is C1C=CC=CC=1. The yield is 0.670.